Dataset: Forward reaction prediction with 1.9M reactions from USPTO patents (1976-2016). Task: Predict the product of the given reaction. (1) Given the reactants [Br:1][C:2]1[N:3]=[C:4]([CH:12]2[CH2:17][CH2:16][NH:15][CH2:14][CH2:13]2)[N:5]2[CH:10]=[CH:9][N:8]=[C:7]([CH3:11])[C:6]=12.C(N(CC)CC)C.Cl[CH2:26][C:27]([N:29]([CH3:31])[CH3:30])=[O:28].O, predict the reaction product. The product is: [Br:1][C:2]1[N:3]=[C:4]([CH:12]2[CH2:17][CH2:16][N:15]([CH2:26][C:27]([N:29]([CH3:31])[CH3:30])=[O:28])[CH2:14][CH2:13]2)[N:5]2[CH:10]=[CH:9][N:8]=[C:7]([CH3:11])[C:6]=12. (2) Given the reactants Cl[CH2:2][CH2:3][NH:4][C:5](=O)[C:6]1[CH:11]=[CH:10][CH:9]=[CH:8][CH:7]=1.P(Cl)(Cl)(Cl)(Cl)Cl.[CH:19]([C:22]1[C:34]([NH2:35])=[C:33]([CH:36]([CH3:38])[CH3:37])[C:25]2[S:26][C:27]3[CH:32]=[CH:31][CH:30]=[CH:29][C:28]=3[C:24]=2[CH:23]=1)([CH3:21])[CH3:20], predict the reaction product. The product is: [CH:19]([C:22]1[C:34]([N:35]2[CH2:2][CH2:3][N:4]=[C:5]2[C:6]2[CH:11]=[CH:10][CH:9]=[CH:8][CH:7]=2)=[C:33]([CH:36]([CH3:38])[CH3:37])[C:25]2[S:26][C:27]3[CH:32]=[CH:31][CH:30]=[CH:29][C:28]=3[C:24]=2[CH:23]=1)([CH3:21])[CH3:20]. (3) Given the reactants [NH2:1][C:2]1[CH:7]=[CH:6][C:5]([C:8](=O)/[CH:9]=[CH:10]/[C:11]2[CH:16]=[CH:15][C:14]([OH:17])=[C:13]([CH3:18])[CH:12]=2)=[C:4]([CH3:20])[CH:3]=1.Cl.[NH2:22][C:23]([NH2:25])=[O:24], predict the reaction product. The product is: [NH2:1][C:2]1[CH:7]=[CH:6][C:5]([C:8]2[NH:25][C:23](=[O:24])[N:22]=[C:10]([C:11]3[CH:16]=[CH:15][C:14]([OH:17])=[C:13]([CH3:18])[CH:12]=3)[CH:9]=2)=[C:4]([CH3:20])[CH:3]=1.